From a dataset of Forward reaction prediction with 1.9M reactions from USPTO patents (1976-2016). Predict the product of the given reaction. (1) Given the reactants [O:1]1[CH2:6][CH2:5][CH2:4][CH:3]([CH2:7][CH2:8][CH2:9][OH:10])[CH2:2]1.CC(OI1(OC(C)=O)(OC(C)=O)OC(=O)C2C=CC=CC1=2)=O.CCOCC.C([O-])([O-])=O.[K+].[K+], predict the reaction product. The product is: [O:1]1[CH2:6][CH2:5][CH2:4][CH:3]([CH2:7][CH2:8][CH:9]=[O:10])[CH2:2]1. (2) Given the reactants [C:1]([N:3]=[C:4]([N:16]1[CH2:21][CH2:20][N:19]([C:22]2[S:23][C:24]([C:27](O)=[O:28])=[CH:25][N:26]=2)[CH2:18][CH:17]1[CH:30]([CH3:32])[CH3:31])[NH:5][C:6]1[CH:15]=[CH:14][CH:13]=[C:12]2[C:7]=1[CH:8]=[CH:9][CH:10]=[N:11]2)#[N:2].[CH3:33][NH:34][CH3:35], predict the reaction product. The product is: [C:1]([N:3]=[C:4]([N:16]1[CH2:21][CH2:20][N:19]([C:22]2[S:23][C:24]([C:27]([N:34]([CH3:35])[CH3:33])=[O:28])=[CH:25][N:26]=2)[CH2:18][CH:17]1[CH:30]([CH3:32])[CH3:31])[NH:5][C:6]1[CH:15]=[CH:14][CH:13]=[C:12]2[C:7]=1[CH:8]=[CH:9][CH:10]=[N:11]2)#[N:2]. (3) The product is: [O:18]1[CH2:2][CH2:3][CH2:4][CH2:5][CH2:6][CH2:7][CH2:8][C:1]1=[O:9]. Given the reactants [C:1]1(=[O:9])[CH2:8][CH2:7][CH2:6][CH2:5][CH2:4][CH2:3][CH2:2]1.ClC1C=CC=C(C(OO)=[O:18])C=1.C([O-])(O)=O.[Na+], predict the reaction product. (4) Given the reactants [ClH:1].[F:2][C:3]1[CH:4]=[N:5][C:6]([N:9]2[CH2:17][C@@H:16]3[C@@:11]([C:19]4[CH:24]=[CH:23][CH:22]=[CH:21][CH:20]=4)([N:12]=[C:13]([NH2:18])[S:14][CH2:15]3)[CH2:10]2)=[N:7][CH:8]=1, predict the reaction product. The product is: [ClH:1].[F:2][C:3]1[CH:8]=[N:7][C:6]([N:9]2[CH2:17][C@@H:16]3[C@@:11]([C:19]4[CH:24]=[CH:23][CH:22]=[CH:21][CH:20]=4)([N:12]=[C:13]([NH2:18])[S:14][CH2:15]3)[CH2:10]2)=[N:5][CH:4]=1. (5) The product is: [C:7]([C:11]([C:14]([O:17][C:18](=[C:20]([F:21])[F:22])[F:19])([F:16])[F:15])([F:13])[F:12])([F:10])([F:9])[F:8]. Given the reactants C([O-])([O-])=O.[Na+].[Na+].[C:7]([C:11]([C:14]([O:17][C:18](C(O[C:20]([C:18]([O:17][C:14]([C:11]([C:7]([F:10])([F:9])[F:8])([F:13])[F:12])([F:15])[F:16])(C(F)(F)F)[F:19])([F:22])[F:21])=O)([C:20](F)([F:22])[F:21])[F:19])([F:16])[F:15])([F:13])[F:12])([F:10])([F:9])[F:8], predict the reaction product. (6) Given the reactants [C@H:1]12[CH2:8][CH2:7][CH2:6][C@H:5]1[CH2:4][NH:3][C@@H:2]2[CH2:9][NH:10][C:11]([C:13]1[N:20]2[C:16]([S:17][CH:18]=[CH:19]2)=[N:15][C:14]=1[CH3:21])=[O:12].[NH2:22][C:23]1[S:24][C:25]([C:31]2[CH:36]=[CH:35][CH:34]=[C:33]([F:37])[CH:32]=2)=[C:26]([C:28](O)=[O:29])[N:27]=1, predict the reaction product. The product is: [NH2:22][C:23]1[S:24][C:25]([C:31]2[CH:36]=[CH:35][CH:34]=[C:33]([F:37])[CH:32]=2)=[C:26]([C:28]([N:3]2[CH2:4][C@H:5]3[C@H:1]([CH2:8][CH2:7][CH2:6]3)[C@H:2]2[CH2:9][NH:10][C:11]([C:13]2[N:20]3[C:16]([S:17][CH:18]=[CH:19]3)=[N:15][C:14]=2[CH3:21])=[O:12])=[O:29])[N:27]=1. (7) Given the reactants [C:1]12([CH2:11][NH:12][C:13]([C:15]3[C:20]([Cl:21])=[CH:19][CH:18]=[C:17]([NH2:22])[N:16]=3)=[O:14])[CH2:10][CH:5]3[CH2:6][CH:7]([CH2:9][CH:3]([CH2:4]3)[CH2:2]1)[CH2:8]2.[CH2:23]([O:25][C:26](=[O:31])[C:27](=O)[CH2:28]Br)[CH3:24], predict the reaction product. The product is: [CH2:23]([O:25][C:26]([C:27]1[N:22]=[C:17]2[CH:18]=[CH:19][C:20]([Cl:21])=[C:15]([C:13](=[O:14])[NH:12][CH2:11][C:1]34[CH2:8][CH:7]5[CH2:9][CH:3]([CH2:4][CH:5]([CH2:6]5)[CH2:10]3)[CH2:2]4)[N:16]2[CH:28]=1)=[O:31])[CH3:24].